From a dataset of Catalyst prediction with 721,799 reactions and 888 catalyst types from USPTO. Predict which catalyst facilitates the given reaction. Product: [C:1]([N:4]1[CH2:5][CH2:6][CH:7]([C:10]([CH3:15])([CH3:14])[C:11]([NH:34][C:31]2[CH:30]=[CH:29][C:28]([C:23]3[CH:24]=[C:25]([F:27])[CH:26]=[C:21]([F:20])[CH:22]=3)=[CH:33][N:32]=2)=[O:13])[CH2:8][CH2:9]1)(=[O:3])[CH3:2]. Reactant: [C:1]([N:4]1[CH2:9][CH2:8][CH:7]([C:10]([CH3:15])([CH3:14])[C:11]([OH:13])=O)[CH2:6][CH2:5]1)(=[O:3])[CH3:2].S(Cl)(Cl)=O.[F:20][C:21]1[CH:22]=[C:23]([C:28]2[CH:29]=[CH:30][C:31]([NH2:34])=[N:32][CH:33]=2)[CH:24]=[C:25]([F:27])[CH:26]=1. The catalyst class is: 2.